The task is: Predict the reactants needed to synthesize the given product.. This data is from Full USPTO retrosynthesis dataset with 1.9M reactions from patents (1976-2016). (1) Given the product [C:1]([O:5][C:6](=[O:9])[CH2:7]/[N:8]=[CH:27]/[CH2:23][C:17]1([C:16]([CH3:26])([CH3:25])[O:15][SiH2:14][C:10]([CH3:13])([CH3:12])[CH3:11])[CH2:22][CH2:21][CH:20]=[CH:19][CH2:18]1)([CH3:4])([CH3:3])[CH3:2], predict the reactants needed to synthesize it. The reactants are: [C:1]([O:5][C:6](=[O:9])[CH2:7][NH2:8])([CH3:4])([CH3:3])[CH3:2].[C:10]([SiH2:14][O:15][C:16]([CH3:26])([CH3:25])[C:17]1([CH:23]=O)[CH2:22][CH2:21][CH:20]=[CH:19][CH2:18]1)([CH3:13])([CH3:12])[CH3:11].[CH2:27](Cl)Cl. (2) Given the product [CH3:49][O:50][C:51](=[O:61])[C:52]1[CH:57]=[C:56]([CH3:58])[C:55]([Br:59])=[C:54]([S:60][CH2:9][C:10]2[CH:23]=[CH:22][CH:21]=[C:20]([Cl:24])[C:11]=2[O:12][Si:13]([C:16]([CH3:19])([CH3:18])[CH3:17])([CH3:15])[CH3:14])[CH:53]=1, predict the reactants needed to synthesize it. The reactants are: C(N(CC)CC)C.Br[CH2:9][C:10]1[CH:23]=[CH:22][CH:21]=[C:20]([Cl:24])[C:11]=1[O:12][Si:13]([C:16]([CH3:19])([CH3:18])[CH3:17])([CH3:15])[CH3:14].ClC1C=CC=C(C)C=1O.C([SiH](C)C)(C)(C)C.BrN1C(=O)CCC1=O.[CH3:49][O:50][C:51](=[O:61])[C:52]1[CH:57]=[C:56]([CH3:58])[C:55]([Br:59])=[C:54]([SH:60])[CH:53]=1. (3) The reactants are: S([C:5]1[CH:11]=CC(C)=[CH:7][CH:6]=1)([O-])(=O)=O.[Na+].[CH3:13][C:14]([NH2:20])([CH2:18][CH3:19])[C:15](=[S:17])[NH2:16]. Given the product [CH2:5]([C:6]1([CH3:7])[NH:16][C:15](=[S:17])[C:14]([CH2:18][CH3:19])([CH3:13])[NH:20]1)[CH3:11], predict the reactants needed to synthesize it. (4) Given the product [CH3:11][C:10]1[N:6]([CH2:5][C:4]2[CH:3]=[C:2]([N:36]3[CH2:37][CH2:38][CH:33]([C:31]#[N:32])[CH2:34][CH2:35]3)[CH:30]=[CH:29][CH:28]=2)[N:7]=[C:8]([C:12]2[O:16][N:15]=[C:14]([C:17]3[CH:22]=[CH:21][C:20]([O:23][C:24]([F:27])([F:26])[F:25])=[CH:19][CH:18]=3)[N:13]=2)[CH:9]=1, predict the reactants needed to synthesize it. The reactants are: Br[C:2]1[CH:3]=[C:4]([CH:28]=[CH:29][CH:30]=1)[CH2:5][N:6]1[C:10]([CH3:11])=[CH:9][C:8]([C:12]2[O:16][N:15]=[C:14]([C:17]3[CH:22]=[CH:21][C:20]([O:23][C:24]([F:27])([F:26])[F:25])=[CH:19][CH:18]=3)[N:13]=2)=[N:7]1.[C:31]([CH:33]1[CH2:38][CH2:37][NH:36][CH2:35][CH2:34]1)#[N:32]. (5) Given the product [CH2:1]([N:8]([CH3:41])[C:9](=[O:40])[C@@H:10]([NH:17][C:18]([C:20]1[N:21]([CH3:39])[C:22]2[C:27]([CH:28]=1)=[CH:26][C:25]([NH:29][C:30](=[O:38])[C:31]1[CH:36]=[CH:35][CH:34]=[CH:33][C:32]=1[O:37][CH2:47][CH2:42][CH2:43][CH3:44])=[CH:24][CH:23]=2)=[O:19])[C:11]1[CH:12]=[CH:13][CH:14]=[CH:15][CH:16]=1)[C:2]1[CH:7]=[CH:6][CH:5]=[CH:4][CH:3]=1, predict the reactants needed to synthesize it. The reactants are: [CH2:1]([N:8]([CH3:41])[C:9](=[O:40])[C@@H:10]([NH:17][C:18]([C:20]1[N:21]([CH3:39])[C:22]2[C:27]([CH:28]=1)=[CH:26][C:25]([NH:29][C:30](=[O:38])[C:31]1[CH:36]=[CH:35][CH:34]=[CH:33][C:32]=1[OH:37])=[CH:24][CH:23]=2)=[O:19])[C:11]1[CH:16]=[CH:15][CH:14]=[CH:13][CH:12]=1)[C:2]1[CH:7]=[CH:6][CH:5]=[CH:4][CH:3]=1.[C:42]1(P([C:42]2[CH:47]=CC=[CH:44][CH:43]=2)[C:42]2[CH:47]=CC=[CH:44][CH:43]=2)[CH:47]=CC=[CH:44][CH:43]=1.CCOC(/N=N/C(OCC)=O)=O. (6) Given the product [CH2:18]([O:17][C:14]1[CH:15]=[CH:16][C:11]([N:10]2[C:9]3[CH:8]=[CH:7][C:4]([C:5]#[N:6])=[CH:3][C:2]=3[N:20]=[CH:23]2)=[N:12][CH:13]=1)[CH3:19], predict the reactants needed to synthesize it. The reactants are: N[C:2]1([N+:20]([O-])=O)[C:9]([NH:10][C:11]2[CH:16]=[CH:15][C:14]([O:17][CH2:18][CH3:19])=[CH:13][N:12]=2)=[CH:8][CH:7]=[C:4]([C:5]#[N:6])[CH2:3]1.[C:23](O)(=O)C.C(N)=N.